Dataset: Reaction yield outcomes from USPTO patents with 853,638 reactions. Task: Predict the reaction yield, written as a fraction of the theoretical maximum amount of product (1.0 means a 100% yield; for example, 0.34 means a 34% yield). (1) The reactants are [CH2:1]([N:8]1[CH2:12][CH:11]([N:13](C(OC(C)(C)C)=O)[CH2:14][C:15]2[CH:20]=[CH:19][C:18]([F:21])=[CH:17][C:16]=2[F:22])[CH2:10][CH:9]1[C:30](O)=[O:31])[C:2]1[CH:7]=[CH:6][CH:5]=[CH:4][CH:3]=1.[Cl:33][C:34]1[CH:39]=[CH:38][CH:37]=[CH:36][C:35]=1[N:40]1[CH2:45][CH2:44][NH:43][CH2:42][CH2:41]1. No catalyst specified. The product is [CH2:1]([N:8]1[CH2:12][C@@H:11]([NH:13][CH2:14][C:15]2[CH:20]=[CH:19][C:18]([F:21])=[CH:17][C:16]=2[F:22])[CH2:10][C@H:9]1[C:30]([N:43]1[CH2:44][CH2:45][N:40]([C:35]2[CH:36]=[CH:37][CH:38]=[CH:39][C:34]=2[Cl:33])[CH2:41][CH2:42]1)=[O:31])[C:2]1[CH:7]=[CH:6][CH:5]=[CH:4][CH:3]=1. The yield is 0.120. (2) The reactants are Br[C:2]1[C:3]([CH3:8])=[N:4][NH:5][C:6]=1[CH3:7].[O:9]=[S:10]1(=[O:37])[CH2:15][CH2:14][CH:13]([C:16]2[C:24]3[C:19](=[C:20]([C:34]([NH2:36])=[O:35])[CH:21]=[C:22](B4OC(C)(C)C(C)(C)O4)[CH:23]=3)[NH:18][CH:17]=2)[CH2:12][CH2:11]1.C([O-])([O-])=O.[K+].[K+]. The catalyst is C1C=CC(P(C2C=CC=CC=2)[C-]2C=CC=C2)=CC=1.C1C=CC(P(C2C=CC=CC=2)[C-]2C=CC=C2)=CC=1.Cl[Pd]Cl.[Fe+2].O1CCOCC1.O. The product is [CH3:8][C:3]1[C:2]([C:22]2[CH:23]=[C:24]3[C:19](=[C:20]([C:34]([NH2:36])=[O:35])[CH:21]=2)[NH:18][CH:17]=[C:16]3[CH:13]2[CH2:12][CH2:11][S:10](=[O:9])(=[O:37])[CH2:15][CH2:14]2)=[C:6]([CH3:7])[NH:5][N:4]=1. The yield is 0.110. (3) The catalyst is C(O)(=O)C. The product is [CH3:3][CH:2]([CH3:4])[CH2:1][CH:5]([C:16]1[CH:21]=[CH:20][C:19]([N+:22]([O-:24])=[O:23])=[C:18]([C:25]([F:26])([F:27])[F:28])[CH:17]=1)[C:6]([OH:8])=[O:7]. The reactants are [CH2:1]([C:5]([C:16]1[CH:21]=[CH:20][C:19]([N+:22]([O-:24])=[O:23])=[C:18]([C:25]([F:28])([F:27])[F:26])[CH:17]=1)(C(OCC)=O)[C:6]([O:8]CC)=[O:7])[CH:2]([CH3:4])[CH3:3].O.OS(O)(=O)=O. The yield is 0.760. (4) The reactants are Cl[C:2]1[N:11]=[C:10]([N:12]([C:14]2[CH:19]=[CH:18][C:17]([O:20][CH3:21])=[CH:16][CH:15]=2)[CH3:13])[C:9]2[C:4](=[CH:5][CH:6]=[CH:7][CH:8]=2)[N:3]=1.Cl.[NH2:23][OH:24]. The catalyst is C(O)(C)C. The product is [OH:24][NH:23][C:2]1[N:11]=[C:10]([N:12]([C:14]2[CH:19]=[CH:18][C:17]([O:20][CH3:21])=[CH:16][CH:15]=2)[CH3:13])[C:9]2[C:4](=[CH:5][CH:6]=[CH:7][CH:8]=2)[N:3]=1. The yield is 0.400. (5) The reactants are C([C:3]1[O:7][C:6]([C:8]([NH:10][C:11]2[S:12][C:13]([C:21]([CH:23]3[CH2:28][CH2:27][O:26][CH2:25][CH2:24]3)=[O:22])=[C:14]([C:16]3[O:17][CH:18]=[CH:19][CH:20]=3)[N:15]=2)=[O:9])=[CH:5][CH:4]=1)=O.Cl.[NH2:30][OH:31]. The catalyst is C(O)C. The product is [O:17]1[CH:18]=[CH:19][CH:20]=[C:16]1[C:14]1[N:15]=[C:11]([NH:10][C:8]([CH:6]2[CH:5]=[CH:4][C:3](=[N:30][OH:31])[O:7]2)=[O:9])[S:12][C:13]=1[C:21]([CH:23]1[CH2:24][CH2:25][O:26][CH2:27][CH2:28]1)=[O:22]. The yield is 0.840. (6) The reactants are [F:1][C:2]1[CH:7]=[C:6]([O:8][C:9]2[C:10]3[N:17]([CH3:18])[CH:16]=[CH:15][C:11]=3[N:12]=[CH:13][N:14]=2)[CH:5]=[CH:4][C:3]=1[NH:19][C:20]([NH:22][C:23]1[CH:28]=[CH:27][CH:26]=[C:25]([C:29]([F:32])([F:31])[F:30])[CH:24]=1)=[O:21].[BrH:33]. The catalyst is C(O)C. The yield is 0.930. The product is [BrH:33].[F:1][C:2]1[CH:7]=[C:6]([O:8][C:9]2[C:10]3[N:17]([CH3:18])[CH:16]=[CH:15][C:11]=3[N:12]=[CH:13][N:14]=2)[CH:5]=[CH:4][C:3]=1[NH:19][C:20]([NH:22][C:23]1[CH:28]=[CH:27][CH:26]=[C:25]([C:29]([F:31])([F:30])[F:32])[CH:24]=1)=[O:21].